From a dataset of NCI-60 drug combinations with 297,098 pairs across 59 cell lines. Regression. Given two drug SMILES strings and cell line genomic features, predict the synergy score measuring deviation from expected non-interaction effect. (1) Drug 1: C1=CC(=CC=C1CCC2=CNC3=C2C(=O)NC(=N3)N)C(=O)NC(CCC(=O)O)C(=O)O. Drug 2: CC=C1C(=O)NC(C(=O)OC2CC(=O)NC(C(=O)NC(CSSCCC=C2)C(=O)N1)C(C)C)C(C)C. Cell line: SK-OV-3. Synergy scores: CSS=48.2, Synergy_ZIP=0.198, Synergy_Bliss=-1.10, Synergy_Loewe=-7.24, Synergy_HSA=0.935. (2) Drug 1: CC1C(C(CC(O1)OC2CC(CC3=C2C(=C4C(=C3O)C(=O)C5=C(C4=O)C(=CC=C5)OC)O)(C(=O)C)O)N)O.Cl. Synergy scores: CSS=5.55, Synergy_ZIP=-7.78, Synergy_Bliss=-10.8, Synergy_Loewe=-14.4, Synergy_HSA=-10.5. Cell line: 786-0. Drug 2: C1C(C(OC1N2C=NC3=C(N=C(N=C32)Cl)N)CO)O. (3) Drug 1: CC1=C(C(=CC=C1)Cl)NC(=O)C2=CN=C(S2)NC3=CC(=NC(=N3)C)N4CCN(CC4)CCO. Drug 2: CC1CCCC2(C(O2)CC(NC(=O)CC(C(C(=O)C(C1O)C)(C)C)O)C(=CC3=CSC(=N3)C)C)C. Cell line: SNB-19. Synergy scores: CSS=36.7, Synergy_ZIP=1.63, Synergy_Bliss=0.339, Synergy_Loewe=-14.2, Synergy_HSA=-1.51. (4) Drug 1: C1=CN(C=N1)CC(O)(P(=O)(O)O)P(=O)(O)O. Synergy scores: CSS=2.60, Synergy_ZIP=-3.92, Synergy_Bliss=-6.06, Synergy_Loewe=-5.10, Synergy_HSA=-4.40. Drug 2: C(CN)CNCCSP(=O)(O)O. Cell line: MALME-3M.